Dataset: Forward reaction prediction with 1.9M reactions from USPTO patents (1976-2016). Task: Predict the product of the given reaction. Given the reactants [I:1][C:2]1[CH:3]=[C:4]2[C:9](=[CH:10][CH:11]=1)[N:8]=[CH:7][NH:6][C:5]2=O.O=P(Cl)(Cl)[Cl:15], predict the reaction product. The product is: [Cl:15][C:5]1[C:4]2[C:9](=[CH:10][CH:11]=[C:2]([I:1])[CH:3]=2)[N:8]=[CH:7][N:6]=1.